From a dataset of Forward reaction prediction with 1.9M reactions from USPTO patents (1976-2016). Predict the product of the given reaction. (1) The product is: [N:14]1([C:12]2[N:11]=[C:10]3[C:6]([NH:7][C:8](=[O:31])[N:9]3[C:23]3[CH:28]=[CH:27][CH:26]=[CH:25][C:24]=3[O:29][CH3:30])=[C:5]([C:3]([NH2:32])=[O:2])[N:13]=2)[C:18]2[CH:19]=[CH:20][CH:21]=[CH:22][C:17]=2[N:16]=[CH:15]1. Given the reactants C[O:2][C:3]([C:5]1[N:13]=[C:12]([N:14]2[C:18]3[CH:19]=[CH:20][CH:21]=[CH:22][C:17]=3[N:16]=[CH:15]2)[N:11]=[C:10]2[C:6]=1[NH:7][C:8](=[O:31])[N:9]2[C:23]1[CH:28]=[CH:27][CH:26]=[CH:25][C:24]=1[O:29][CH3:30])=O.[NH2:32]C1C(C(OC)=O)=NC(N2C3C=CC=CC=3N=C2)=NC=1NC1C=CC=CC=1OC.C(N1C=CN=C1)(N1C=CN=C1)=O, predict the reaction product. (2) The product is: [Cl:25][C:20]1[CH:21]=[CH:22][CH:23]=[CH:24][C:19]=1[N:17]([CH3:18])[C:15]([C:13]1[S:12][C:11]2[C:5]3[CH:4]=[CH:3][C:2]([C:29]4[CH:28]=[N:27][CH:32]=[CH:31][CH:30]=4)=[CH:26][C:6]=3[O:7][CH2:8][CH2:9][C:10]=2[CH:14]=1)=[O:16]. Given the reactants Br[C:2]1[CH:3]=[CH:4][C:5]2[C:11]3[S:12][C:13]([C:15]([N:17]([C:19]4[CH:24]=[CH:23][CH:22]=[CH:21][C:20]=4[Cl:25])[CH3:18])=[O:16])=[CH:14][C:10]=3[CH2:9][CH2:8][O:7][C:6]=2[CH:26]=1.[N:27]1[CH:32]=[CH:31][CH:30]=[C:29](B(O)O)[CH:28]=1, predict the reaction product.